The task is: Predict the reaction yield, written as a fraction of the theoretical maximum amount of product (1.0 means a 100% yield; for example, 0.34 means a 34% yield).. This data is from Reaction yield outcomes from USPTO patents with 853,638 reactions. (1) The reactants are [Cl:1][C:2]1[CH:3]=[C:4]([OH:9])[CH:5]=[C:6]([Cl:8])[CH:7]=1.N1C(C)=CC=CC=1C.O([Si:26]([CH:33]([CH3:35])[CH3:34])([CH:30]([CH3:32])[CH3:31])[CH:27]([CH3:29])[CH3:28])S(C(F)(F)F)(=O)=O. The catalyst is C(Cl)Cl. The product is [Cl:1][C:2]1[CH:3]=[C:4]([CH:5]=[C:6]([Cl:8])[CH:7]=1)[O:9][Si:26]([CH:33]([CH3:35])[CH3:34])([CH:30]([CH3:32])[CH3:31])[CH:27]([CH3:29])[CH3:28]. The yield is 0.910. (2) The reactants are C([O:9][C@H:10]1[C:24](=[O:25])[N:23]([CH2:26][C:27]([F:30])([F:29])[F:28])[CH2:22][C:13]2[C:14]3[CH:15]=[N:16][NH:17][C:18]=3[C:19]([Cl:21])=[CH:20][C:12]=2[CH2:11]1)(=O)C1C=CC=CC=1.C1COCC1.[OH-].[Li+].O. No catalyst specified. The product is [Cl:21][C:19]1[C:18]2[NH:17][N:16]=[CH:15][C:14]=2[C:13]2[CH2:22][N:23]([CH2:26][C:27]([F:28])([F:30])[F:29])[C:24](=[O:25])[C@H:10]([OH:9])[CH2:11][C:12]=2[CH:20]=1. The yield is 0.530. (3) The reactants are [CH2:1]([C:3]1[N:8]([C:9]2[CH:14]=[CH:13][C:12]([O:15][C@@H:16]3[CH2:21][CH2:20][CH2:19][CH2:18][C@H:17]3[OH:22])=[CH:11][CH:10]=2)[C:7](=[O:23])[C:6]([CH2:24][C:25]2[CH:30]=[CH:29][C:28]([C:31]3[CH:36]=[CH:35][CH:34]=[CH:33][C:32]=3[C:37]3[NH:41][C:40](=[O:42])[O:39][N:38]=3)=[CH:27][CH:26]=2)=[C:5]([CH2:43][CH2:44][CH3:45])[N:4]=1)[CH3:2].CC(OI1(OC(C)=O)(OC(C)=O)OC(=O)C2C1=CC=CC=2)=O.C(OCC)(=O)C.S([O-])([O-])(=O)=S.[Na+].[Na+]. The catalyst is ClCCl.O. The product is [CH2:1]([C:3]1[N:8]([C:9]2[CH:10]=[CH:11][C:12]([O:15][CH:16]3[CH2:21][CH2:20][CH2:19][CH2:18][C:17]3=[O:22])=[CH:13][CH:14]=2)[C:7](=[O:23])[C:6]([CH2:24][C:25]2[CH:30]=[CH:29][C:28]([C:31]3[CH:36]=[CH:35][CH:34]=[CH:33][C:32]=3[C:37]3[NH:41][C:40](=[O:42])[O:39][N:38]=3)=[CH:27][CH:26]=2)=[C:5]([CH2:43][CH2:44][CH3:45])[N:4]=1)[CH3:2]. The yield is 0.650. (4) The reactants are [NH2:1][C:2]1[C:11]2[C:6](=[CH:7][CH:8]=[CH:9][C:10]=2[O:12][CH:13]2[CH2:18][CH2:17][CH2:16][CH2:15][CH2:14]2)[N:5]=[C:4]([CH3:19])[C:3]=1[C:20]([OH:22])=[O:21].C([O-])(O)=O.[Na+:27]. The catalyst is C(O)C.O. The product is [NH2:1][C:2]1[C:11]2[C:6](=[CH:7][CH:8]=[CH:9][C:10]=2[O:12][CH:13]2[CH2:18][CH2:17][CH2:16][CH2:15][CH2:14]2)[N:5]=[C:4]([CH3:19])[C:3]=1[C:20]([O-:22])=[O:21].[Na+:27]. The yield is 1.00. (5) The reactants are [CH:1]([O:14][CH:15]1[CH2:20][CH2:19][N:18]([CH2:21][CH2:22][CH2:23][CH2:24][OH:25])[CH2:17][CH2:16]1)([C:8]1[CH:13]=[CH:12][CH:11]=[CH:10][CH:9]=1)[C:2]1[CH:7]=[CH:6][CH:5]=[CH:4][CH:3]=1.[N+:26]([C:29]1[CH:37]=[CH:36][C:32]([C:33](O)=[O:34])=[CH:31][CH:30]=1)([O-:28])=[O:27].Cl.CN(C)CCCN=C=NCC.Cl. The catalyst is CN(C)C1C=CN=CC=1.O.C(Cl)(Cl)Cl. The product is [CH:1]([O:14][CH:15]1[CH2:20][CH2:19][N:18]([CH2:21][CH2:22][CH2:23][CH2:24][O:25][C:33](=[O:34])[C:32]2[CH:31]=[CH:30][C:29]([N+:26]([O-:28])=[O:27])=[CH:37][CH:36]=2)[CH2:17][CH2:16]1)([C:8]1[CH:13]=[CH:12][CH:11]=[CH:10][CH:9]=1)[C:2]1[CH:7]=[CH:6][CH:5]=[CH:4][CH:3]=1. The yield is 0.760. (6) The reactants are [C:1]1(O)[CH:6]=[CH:5][CH:4]=[CH:3]C=1.[Cl:8][C:9]1[CH:10]=[C:11]([CH:16]=[CH:17][CH:18]=1)[C:12](OO)=O.C(=O)([O-])[O-].[K+].[K+].ClC1C2[O:33][CH:32]([CH2:35][OH:36])[CH2:31]C=2C(C(F)(F)F)=CC=1. No catalyst specified. The product is [Cl:8][C:9]1[CH:10]=[C:11]([CH:12]2[CH2:3][CH2:4][CH2:5][CH2:6][CH2:1]2)[C:16]2[O:33][CH:32]([CH2:35][OH:36])[CH2:31][C:17]=2[CH:18]=1. The yield is 0.670. (7) The reactants are [NH2:1][C:2]1[CH:7]=[CH:6][C:5]([CH2:8][OH:9])=[C:4]([F:10])[CH:3]=1.N1C=CC=CC=1.Cl[C:18]([O:20][C:21]1[CH:26]=[CH:25][CH:24]=[CH:23][CH:22]=1)=[O:19]. The catalyst is CC(C)=O. The product is [F:10][C:4]1[CH:3]=[C:2]([NH:1][C:18](=[O:19])[O:20][C:21]2[CH:26]=[CH:25][CH:24]=[CH:23][CH:22]=2)[CH:7]=[CH:6][C:5]=1[CH2:8][OH:9]. The yield is 0.600. (8) The reactants are C(OC([N:8]1[CH2:13][CH:12]=[CH:11][CH2:10][CH:9]1[C:14]1[CH:19]=[CH:18][C:17]([NH:20][CH:21]=[C:22]2[C:31]3[C:26](=[CH:27][CH:28]=[C:29]([C:32]4[CH:36]=[CH:35][S:34][CH:33]=4)[CH:30]=3)[C:25](=[O:37])[NH:24][C:23]2=[O:38])=[CH:16][CH:15]=1)=O)(C)(C)C.OP(O)(O)=O.CC#N.[OH-].[Na+]. The catalyst is C(Cl)Cl.O. The product is [NH:8]1[CH2:13][CH:12]=[CH:11][CH2:10][CH:9]1[C:14]1[CH:15]=[CH:16][C:17]([NH:20][CH:21]=[C:22]2[C:31]3[C:26](=[CH:27][CH:28]=[C:29]([C:32]4[CH:36]=[CH:35][S:34][CH:33]=4)[CH:30]=3)[C:25](=[O:37])[NH:24][C:23]2=[O:38])=[CH:18][CH:19]=1. The yield is 0.780. (9) The reactants are [CH2:1]([O:8][C:9]1[C:13]([CH2:14][C:15]#N)=[CH:12][N:11]([CH3:17])[N:10]=1)[C:2]1[CH:7]=[CH:6][CH:5]=[CH:4][CH:3]=1.[OH-:18].[Na+].[O:20]1[CH2:24]CCC1.Cl. The catalyst is C(O)C. The product is [CH2:1]([O:8][C:9]1[C:13]([CH2:14][C:15]([O:20][CH3:24])=[O:18])=[CH:12][N:11]([CH3:17])[N:10]=1)[C:2]1[CH:7]=[CH:6][CH:5]=[CH:4][CH:3]=1. The yield is 0.880. (10) The reactants are I[C:2]1[CH:7]=[CH:6][C:5]([N+:8]([O-:10])=[O:9])=[CH:4][CH:3]=1.[CH:11]([C:13]1[CH:18]=[CH:17][N:16]=[CH:15][CH:14]=1)=[CH2:12]. The catalyst is CC([O-])=O.CC([O-])=O.[Pd+2].CC#N. The product is [N+:8]([C:5]1[CH:6]=[CH:7][C:2]([CH:12]=[CH:11][C:13]2[CH:18]=[CH:17][N:16]=[CH:15][CH:14]=2)=[CH:3][CH:4]=1)([O-:10])=[O:9]. The yield is 0.370.